Dataset: Forward reaction prediction with 1.9M reactions from USPTO patents (1976-2016). Task: Predict the product of the given reaction. (1) Given the reactants C(OC([N:8]1[CH2:14][CH2:13][CH2:12][C:11]2[CH:15]=[C:16]([O:19][CH2:20][CH2:21][N:22]3[CH2:27][CH2:26][CH2:25][CH2:24][CH2:23]3)[CH:17]=[CH:18][C:10]=2[CH2:9]1)=O)(C)(C)C.[ClH:28].O1CCOCC1, predict the reaction product. The product is: [ClH:28].[ClH:28].[N:22]1([CH2:21][CH2:20][O:19][C:16]2[CH:17]=[CH:18][C:10]3[CH2:9][NH:8][CH2:14][CH2:13][CH2:12][C:11]=3[CH:15]=2)[CH2:23][CH2:24][CH2:25][CH2:26][CH2:27]1. (2) The product is: [C:2]1([C:1]([CH:9]2[CH2:15][C@H:14]3[C:16]4([O:20][CH2:19][CH2:18][O:17]4)[C@H:11]([CH2:12][CH2:13]3)[CH2:10]2)=[O:8])[CH:3]=[CH:4][CH:5]=[CH:6][CH:7]=1. Given the reactants [C:1]([CH:9]1[CH2:15][C@H:14]2[C:16](=[O:17])[C@H:11]([CH2:12][CH2:13]2)[CH2:10]1)(=[O:8])[C:2]1[CH:7]=[CH:6][CH:5]=[CH:4][CH:3]=1.[CH2:18](O)[CH2:19][OH:20].CC1C=CC(S(O)(=O)=O)=CC=1.C([O-])(O)=O.[Na+], predict the reaction product. (3) The product is: [N:1]1([C:6]2([C:10]#[N:11])[CH2:9][CH2:12][CH2:7]2)[CH2:5][CH2:4][CH2:3][CH2:2]1. Given the reactants [N:1]1([C:6]2([C:10]#[N:11])[CH2:9]O[CH2:7]2)[CH2:5][CH2:4][CH2:3][CH2:2]1.[C:12]1(=O)CCC1.N1CCCC1, predict the reaction product.